This data is from Forward reaction prediction with 1.9M reactions from USPTO patents (1976-2016). The task is: Predict the product of the given reaction. (1) The product is: [CH:9]1([CH2:12][CH2:13][NH:14][C:15]([C:17]2[N:18]=[N:19][C:20]([N:23]3[CH2:28][CH2:27][N:26]([C:3](=[O:4])[C:2]([CH3:8])([CH3:1])[CH2:6][CH3:7])[CH2:25][CH2:24]3)=[CH:21][CH:22]=2)=[O:16])[CH2:11][CH2:10]1. Given the reactants [CH3:1][C:2]([CH3:8])([CH2:6][CH3:7])[C:3](O)=[O:4].[CH:9]1([CH2:12][CH2:13][NH:14][C:15]([C:17]2[N:18]=[N:19][C:20]([N:23]3[CH2:28][CH2:27][NH:26][CH2:25][CH2:24]3)=[CH:21][CH:22]=2)=[O:16])[CH2:11][CH2:10]1, predict the reaction product. (2) Given the reactants [O:1]1[CH2:6][CH2:5][CH2:4][O:3][CH:2]1[C:7]1[N:11]([CH3:12])[CH:10]=[N:9][CH:8]=1.[Li]CCCC.[I:18]I, predict the reaction product. The product is: [O:3]1[CH2:4][CH2:5][CH2:6][O:1][CH:2]1[C:7]1[N:11]([CH3:12])[C:10]([I:18])=[N:9][CH:8]=1.